From a dataset of Forward reaction prediction with 1.9M reactions from USPTO patents (1976-2016). Predict the product of the given reaction. (1) Given the reactants [OH:1][C@H:2]1[C@@H:9]2[N:5]([C:6](=[O:23])[N:7]([C:11]3[C:20]4[C:15](=[CH:16][CH:17]=[CH:18][CH:19]=4)[C:14]([C:21]#[N:22])=[CH:13][CH:12]=3)[C:8]2=[O:10])[CH2:4][CH2:3]1.CN1C(=O)N(C)CCC1, predict the reaction product. The product is: [OH:10][CH:8]1[N:7]([C:11]2[C:20]3[C:15](=[CH:16][CH:17]=[CH:18][CH:19]=3)[C:14]([C:21]#[N:22])=[CH:13][CH:12]=2)[C:6](=[O:23])[N:5]2[CH2:4][CH2:3][C@@H:2]([OH:1])[C@@H:9]12. (2) The product is: [OH:24][CH:6]1[C:5](=[O:7])[N:4]([C@@H:8]([C:10]2[CH:15]=[CH:14][CH:13]=[CH:12][CH:11]=2)[CH3:9])[CH2:3][C@@:2]1([CH3:1])[C:16]([O:18][C:19]([CH3:21])([CH3:20])[CH3:22])=[O:17]. Given the reactants [CH3:1][C@:2]1([C:16]([O:18][C:19]([CH3:22])([CH3:21])[CH3:20])=[O:17])[CH2:6][C:5](=[O:7])[N:4]([C@@H:8]([C:10]2[CH:15]=[CH:14][CH:13]=[CH:12][CH:11]=2)[CH3:9])[CH2:3]1.P(OCC)(OCC)[O:24]CC.C[Si]([N-][Si](C)(C)C)(C)C.[Li+], predict the reaction product. (3) Given the reactants C(O[C:6](=O)[NH:7][C@H:8]1[CH2:11][C@H:10]([N:12]2[C:16]3=[N:17][CH:18]=[CH:19][CH:20]=[C:15]3[N:14]=[C:13]2[O:21]C)[CH2:9]1)(C)(C)C.ClC1[S:26][C:27]2[CH:33]=[C:32]([F:34])[CH:31]=[CH:30][C:28]=2[N:29]=1.C(N(C(C)C)CC)(C)C, predict the reaction product. The product is: [F:34][C:32]1[CH:31]=[CH:30][C:28]2[N:29]=[C:6]([NH:7][C@H:8]3[CH2:9][C@H:10]([N:12]4[C:16]5=[N:17][CH:18]=[CH:19][CH:20]=[C:15]5[NH:14][C:13]4=[O:21])[CH2:11]3)[S:26][C:27]=2[CH:33]=1. (4) Given the reactants NCCC1C=CC(NC(C2C=C(S(C3C=C4C(=C(C)C=3)N=CC(C(N)=O)=C4NC3C=CC=C(OC)C=3)(=O)=O)C=CC=2)=O)=CC=1.[C:45]([C:48]1[CH:49]=[N:50][C:51]2[C:56]([C:57]=1[NH:58][C:59]1[CH:64]=[CH:63][CH:62]=[C:61]([O:65][CH3:66])[CH:60]=1)=[CH:55][C:54]([S:67]([C:70]1[CH:71]=[C:72]([CH:96]=[CH:97][CH:98]=1)[C:73]([N:75]([CH2:77][CH2:78][O:79][C:80]1[CH:95]=[CH:94][C:83]([CH2:84][CH2:85][NH:86]C(=O)OC(C)(C)C)=[CH:82][CH:81]=1)[CH3:76])=[O:74])(=[O:69])=[O:68])=[CH:53][C:52]=2[CH3:99])(=[O:47])[NH2:46], predict the reaction product. The product is: [NH2:86][CH2:85][CH2:84][C:83]1[CH:94]=[CH:95][C:80]([O:79][CH2:78][CH2:77][N:75]([CH3:76])[C:73]([C:72]2[CH:71]=[C:70]([S:67]([C:54]3[CH:55]=[C:56]4[C:51](=[C:52]([CH3:99])[CH:53]=3)[N:50]=[CH:49][C:48]([C:45]([NH2:46])=[O:47])=[C:57]4[NH:58][C:59]3[CH:64]=[CH:63][CH:62]=[C:61]([O:65][CH3:66])[CH:60]=3)(=[O:68])=[O:69])[CH:98]=[CH:97][CH:96]=2)=[O:74])=[CH:81][CH:82]=1. (5) The product is: [Cl:25][C:22]1[CH:23]=[CH:24][C:19]([S:16]([N:10]2[C:9](=[O:26])[CH:8]([CH2:7][C:6]3[CH:27]=[CH:2][CH:3]=[CH:4][C:5]=3[O:28][CH3:29])[CH2:14][NH:13][C:12](=[O:15])[CH2:11]2)(=[O:17])=[O:18])=[CH:20][CH:21]=1. Given the reactants Cl[C:2]1[CH:3]=[CH:4][C:5]([O:28][CH3:29])=[C:6]([CH:27]=1)[CH2:7][CH:8]1[CH2:14][NH:13][C:12](=[O:15])[CH2:11][N:10]([S:16]([C:19]2[CH:24]=[CH:23][C:22]([Cl:25])=[CH:21][CH:20]=2)(=[O:18])=[O:17])[C:9]1=[O:26], predict the reaction product. (6) Given the reactants [CH3:1][C@@H:2]1[CH2:6][N:5]([C:7]([O:9][C:10]([CH3:13])([CH3:12])[CH3:11])=[O:8])[C@H:4]([C:14]([O:16][CH2:17][C:18]([C:20]2[CH:21]=[CH:22][C:23]3[C:32]4[CH:31]=[C:30]5[CH2:33][CH2:34][CH:35](Br)[C:36](=[O:37])[C:29]5=[CH:28][C:27]=4[O:26][CH2:25][C:24]=3[CH:39]=2)=[O:19])=[O:15])[CH2:3]1.[C:40]([O:44][C:45]([N:47]1[CH2:51][C@@H:50]([CH2:52][O:53][CH3:54])[CH2:49][C@H:48]1[C:55]([OH:57])=[O:56])=[O:46])([CH3:43])([CH3:42])[CH3:41].C([O-])([O-])=O.[Cs+].[Cs+], predict the reaction product. The product is: [CH3:1][C@@H:2]1[CH2:6][N:5]([C:7]([O:9][C:10]([CH3:13])([CH3:12])[CH3:11])=[O:8])[C@H:4]([C:14]([O:16][CH2:17][C:18]([C:20]2[CH:21]=[CH:22][C:23]3[C:32]4[CH:31]=[C:30]5[CH2:33][CH2:34][CH:35]([O:57][C:55]([C@@H:48]6[CH2:49][C@H:50]([CH2:52][O:53][CH3:54])[CH2:51][N:47]6[C:45]([O:44][C:40]([CH3:43])([CH3:42])[CH3:41])=[O:46])=[O:56])[C:36](=[O:37])[C:29]5=[CH:28][C:27]=4[O:26][CH2:25][C:24]=3[CH:39]=2)=[O:19])=[O:15])[CH2:3]1.